Dataset: Full USPTO retrosynthesis dataset with 1.9M reactions from patents (1976-2016). Task: Predict the reactants needed to synthesize the given product. (1) Given the product [NH2:8][C:6]1[N:7]=[C:2]([NH:32][CH2:31][CH2:30][CH2:29][OH:28])[CH:3]=[C:4]([NH:9][C:10]2[CH:15]=[CH:14][C:13]([O:16][C:17]3[CH:22]=[CH:21][N:20]=[C:19]4[NH:23][CH:24]=[CH:25][C:18]=34)=[C:12]([F:26])[CH:11]=2)[N:5]=1, predict the reactants needed to synthesize it. The reactants are: Cl[C:2]1[N:7]=[C:6]([NH2:8])[N:5]=[C:4]([NH:9][C:10]2[CH:15]=[CH:14][C:13]([O:16][C:17]3[CH:22]=[CH:21][N:20]=[C:19]4[NH:23][CH:24]=[CH:25][C:18]=34)=[C:12]([F:26])[CH:11]=2)[CH:3]=1.C[O:28][C:29]1C=C(OC)C=C[C:30]=1[CH2:31][NH:32]CCCO.C(O)(C(F)(F)F)=O.C(OCC)(=O)C. (2) Given the product [CH:1]1([C:6]2[C:16]3[O:15][CH2:14][CH2:13][N:12]([C:17]([O:19][C:20]([CH3:23])([CH3:22])[CH3:21])=[O:18])[CH2:11][C:10]=3[CH:9]=[CH:8][CH:7]=2)[CH2:2][CH2:3][CH2:4][CH2:5]1, predict the reactants needed to synthesize it. The reactants are: [C:1]1([C:6]2[C:16]3[O:15][CH2:14][CH2:13][N:12]([C:17]([O:19][C:20]([CH3:23])([CH3:22])[CH3:21])=[O:18])[CH2:11][C:10]=3[CH:9]=[CH:8][CH:7]=2)[CH2:5][CH2:4][CH2:3][CH:2]=1. (3) Given the product [CH3:35][O:34][C:33]1[C:28]([O:27][CH3:26])=[C:29]2[C:30]([C:44](=[O:46])[C:38]([C:39]([O:41][CH2:42][CH3:43])=[O:40])=[CH:37][NH:36]2)=[CH:31][CH:32]=1, predict the reactants needed to synthesize it. The reactants are: C1C=CC(C2C=CC=CC=2)=CC=1.C1C=CC(OC2C=CC=CC=2)=CC=1.[CH3:26][O:27][C:28]1[C:33]([O:34][CH3:35])=[CH:32][CH:31]=[CH:30][C:29]=1[NH:36][CH:37]=[C:38]([C:44]([O:46]CC)=O)[C:39]([O:41][CH2:42][CH3:43])=[O:40]. (4) Given the product [CH2:1]([O:3][C:4]([C:6]1[NH:7][C:8]2[C:13]([C:14]=1[NH:15][C:23](=[O:32])[C:24]1[CH:29]=[CH:28][C:27]([O:30][CH3:31])=[CH:26][CH:25]=1)=[CH:12][CH:11]=[CH:10][CH:9]=2)=[O:5])[CH3:2], predict the reactants needed to synthesize it. The reactants are: [CH2:1]([O:3][C:4]([C:6]1[NH:7][C:8]2[C:13]([C:14]=1[NH2:15])=[CH:12][CH:11]=[CH:10][CH:9]=2)=[O:5])[CH3:2].C(N(CC)CC)C.[C:23](Cl)(=[O:32])[C:24]1[CH:29]=[CH:28][C:27]([O:30][CH3:31])=[CH:26][CH:25]=1. (5) Given the product [C:1]([CH2:12][C:13]1[CH:22]=[C:21]([N+:23]([O-:25])=[O:24])[CH:20]=[CH:19][C:14]=1[C:15]([O:17][CH3:18])=[O:16])#[N:2], predict the reactants needed to synthesize it. The reactants are: [C-:1]#[N:2].[Na+].FC(F)(F)C(O)=O.Br[CH2:12][C:13]1[CH:22]=[C:21]([N+:23]([O-:25])=[O:24])[CH:20]=[CH:19][C:14]=1[C:15]([O:17][CH3:18])=[O:16].O. (6) The reactants are: [Cl:1][C:2]1[CH:7]=[CH:6][C:5]([C:8]2[CH:13]=[C:12]([C:14]([F:17])([F:16])[F:15])[N:11]=[C:10]([N:18]3[CH:22]=[C:21](I)[N:20]=[CH:19]3)[N:9]=2)=[CH:4][CH:3]=1.[C:24]([NH:28][S:29]([C:32]1[CH:33]=[C:34](B(O)O)[CH:35]=[CH:36][CH:37]=1)(=[O:31])=[O:30])([CH3:27])([CH3:26])[CH3:25]. Given the product [C:24]([NH:28][S:29]([C:32]1[CH:33]=[CH:34][CH:35]=[C:36]([C:21]2[N:20]=[CH:19][N:18]([C:10]3[N:11]=[C:12]([C:14]([F:17])([F:16])[F:15])[CH:13]=[C:8]([C:5]4[CH:6]=[CH:7][C:2]([Cl:1])=[CH:3][CH:4]=4)[N:9]=3)[CH:22]=2)[CH:37]=1)(=[O:31])=[O:30])([CH3:27])([CH3:25])[CH3:26], predict the reactants needed to synthesize it.